This data is from Reaction yield outcomes from USPTO patents with 853,638 reactions. The task is: Predict the reaction yield, written as a fraction of the theoretical maximum amount of product (1.0 means a 100% yield; for example, 0.34 means a 34% yield). (1) The catalyst is CO.[Pd]. The yield is 0.680. The reactants are [F:1][C:2]([F:26])([F:25])[C:3]1[N:7]2[N:8]=[C:9]([N:12]3[CH2:17][CH2:16][CH:15]([C:18]4[CH:23]=[CH:22][C:21]([OH:24])=[CH:20][CH:19]=4)[CH2:14][CH2:13]3)[CH:10]=[CH:11][C:6]2=[N:5][N:4]=1. The product is [F:26][C:2]([F:1])([F:25])[C:3]1[N:7]2[N:8]=[C:9]([N:12]3[CH2:17][CH2:16][CH:15]([C:18]4[CH:19]=[CH:20][C:21]([OH:24])=[CH:22][CH:23]=4)[CH2:14][CH2:13]3)[CH2:10][CH2:11][C:6]2=[N:5][N:4]=1. (2) The reactants are Br[C:2]1[CH:7]=[CH:6][C:5]([Cl:8])=[C:4]([CH2:9][CH3:10])[CH:3]=1.[C:11]([NH2:15])(=[O:14])[CH:12]=[CH2:13].C(N(C(C)C)C(C)C)C. The catalyst is CN1C(=O)CCC1.Cl[Pd](Cl)([P](C1C=CC=CC=1)(C1C=CC=CC=1)C1C=CC=CC=1)[P](C1C=CC=CC=1)(C1C=CC=CC=1)C1C=CC=CC=1. The product is [Cl:8][C:5]1[CH:6]=[CH:7][C:2](/[CH:13]=[CH:12]/[C:11]([NH2:15])=[O:14])=[CH:3][C:4]=1[CH2:9][CH3:10]. The yield is 0.835.